The task is: Regression. Given a peptide amino acid sequence and an MHC pseudo amino acid sequence, predict their binding affinity value. This is MHC class I binding data.. This data is from Peptide-MHC class I binding affinity with 185,985 pairs from IEDB/IMGT. (1) The peptide sequence is AIIDYIAYM. The MHC is HLA-A26:01 with pseudo-sequence HLA-A26:01. The binding affinity (normalized) is 1.00. (2) The peptide sequence is QTDDGVRFT. The MHC is HLA-A02:01 with pseudo-sequence HLA-A02:01. The binding affinity (normalized) is 0.0847.